From a dataset of Catalyst prediction with 721,799 reactions and 888 catalyst types from USPTO. Predict which catalyst facilitates the given reaction. (1) Reactant: Cl.[O:2]=[C:3]1[CH2:8][O:7][CH2:6][CH2:5][N:4]1[C:9]1[CH:14]=[CH:13][C:12]([NH:15][C:16]([C@H:18]2[CH2:22][C@@H:21]([OH:23])[CH2:20][NH:19]2)=[O:17])=[CH:11][CH:10]=1.C(N(CC)CC)C.[Cl:31][C:32]1[CH:37]=[CH:36][C:35]([N:38]=[C:39]=[O:40])=[CH:34][CH:33]=1. Product: [Cl:31][C:32]1[CH:37]=[CH:36][C:35]([NH:38][C:39]([N:19]2[CH2:20][C@H:21]([OH:23])[CH2:22][C@@H:18]2[C:16]([NH:15][C:12]2[CH:11]=[CH:10][C:9]([N:4]3[CH2:5][CH2:6][O:7][CH2:8][C:3]3=[O:2])=[CH:14][CH:13]=2)=[O:17])=[O:40])=[CH:34][CH:33]=1. The catalyst class is: 4. (2) Reactant: [Cl:1][C:2]1[CH:7]=[C:6]([N:8]=[C:9]=[S:10])[CH:5]=[C:4]([C:11]([F:14])([F:13])[F:12])[C:3]=1[C:15]1[CH:20]=[CH:19][C:18]([S:21]([CH2:24][CH:25]2[CH2:30][CH2:29][CH2:28][N:27]([C:31]([O:33][C:34]([CH3:37])([CH3:36])[CH3:35])=[O:32])[CH2:26]2)(=[O:23])=[O:22])=[CH:17][CH:16]=1.[N:38]#[C:39][NH2:40].[Na].[CH3:42]O.CI. Product: [Cl:1][C:2]1[CH:7]=[C:6]([N:8]([NH:38][C:39]#[N:40])[CH2:9][S:10][CH3:42])[CH:5]=[C:4]([C:11]([F:14])([F:12])[F:13])[C:3]=1[C:15]1[CH:20]=[CH:19][C:18]([S:21]([CH2:24][CH:25]2[CH2:30][CH2:29][CH2:28][N:27]([C:31]([O:33][C:34]([CH3:37])([CH3:36])[CH3:35])=[O:32])[CH2:26]2)(=[O:23])=[O:22])=[CH:17][CH:16]=1. The catalyst class is: 216. (3) Reactant: [Br:1]N1C(=O)CCC1=O.C(=O)([O-])[O-].[K+].[K+].[CH3:15][O:16][C:17]([CH:19]=P(C1C=CC=CC=1)(C1C=CC=CC=1)C1C=CC=CC=1)=[O:18].[C:39]([O:43][C:44]([NH:46][C@H:47]([CH:51]=O)[CH:48]([CH3:50])[CH3:49])=[O:45])([CH3:42])([CH3:41])[CH3:40]. Product: [Br:1]/[C:19](=[CH:51]\[CH:47]([NH:46][C:44]([O:43][C:39]([CH3:40])([CH3:41])[CH3:42])=[O:45])[CH:48]([CH3:49])[CH3:50])/[C:17]([O:16][CH3:15])=[O:18]. The catalyst class is: 4. (4) Reactant: [CH2:1]([O:3][C:4]1[CH:5]=[C:6]([CH:13]=[CH:14][C:15]=1[C:16]([F:19])([F:18])[F:17])[C:7](N(OC)C)=[O:8])[CH3:2].[CH3:20][Mg]Br.Cl. Product: [CH2:1]([O:3][C:4]1[CH:5]=[C:6]([C:7](=[O:8])[CH3:20])[CH:13]=[CH:14][C:15]=1[C:16]([F:17])([F:18])[F:19])[CH3:2]. The catalyst class is: 680. (5) Reactant: Cl.Cl.[Cl:3][C:4]1[N:9]=[C:8]2[N:10]([CH2:13][C:14]3[CH:19]=[CH:18][CH:17]=[C:16]([O:20][CH2:21][CH3:22])[CH:15]=3)[N:11]=[CH:12][C:7]2=[C:6]([N:23]2[CH2:28][CH2:27][NH:26][CH2:25][CH2:24]2)[N:5]=1.[CH3:29][O-:30].[Na+]. Product: [ClH:3].[CH2:21]([O:20][C:16]1[CH:15]=[C:14]([CH:19]=[CH:18][CH:17]=1)[CH2:13][N:10]1[C:8]2=[N:9][C:4]([O:30][CH3:29])=[N:5][C:6]([N:23]3[CH2:28][CH2:27][NH:26][CH2:25][CH2:24]3)=[C:7]2[CH:12]=[N:11]1)[CH3:22]. The catalyst class is: 5. (6) Reactant: [C:1]([N:5]([C:18](=[O:36])[C:19]1[CH:24]=[CH:23][C:22]([CH:25]=O)=[C:21]([B:27]2[O:31]C(C)(C)C(C)(C)O2)[CH:20]=1)[NH:6][C:7](=[O:17])[C:8]1[CH:13]=[CH:12][CH:11]=[C:10]([O:14][CH3:15])[C:9]=1[CH3:16])([CH3:4])([CH3:3])[CH3:2].[CH:37]([NH:40][NH2:41])([CH3:39])[CH3:38]. Product: [C:1]([N:5]([C:18]([C:19]1[CH:24]=[CH:23][C:22]2[CH:25]=[N:41][N:40]([CH:37]([CH3:39])[CH3:38])[B:27]([OH:31])[C:21]=2[CH:20]=1)=[O:36])[NH:6][C:7](=[O:17])[C:8]1[CH:13]=[CH:12][CH:11]=[C:10]([O:14][CH3:15])[C:9]=1[CH3:16])([CH3:3])([CH3:2])[CH3:4]. The catalyst class is: 14. (7) Reactant: [Cl:1][C:2]1[CH:24]=[C:23]([N:25]2[CH2:29][CH2:28][CH2:27][CH2:26]2)[CH:22]=[CH:21][C:3]=1[C:4]([N:6]1[C:12]2[CH:13]=[CH:14][CH:15]=[CH:16][C:11]=2[CH2:10][N:9]([CH2:17][CH2:18]O)[C:8](=[O:20])[CH2:7]1)=[O:5].[C:30]1(=[O:40])[NH:34][C:33](=[O:35])[C:32]2=[CH:36][CH:37]=[CH:38][CH:39]=[C:31]12.C1(P(C2C=CC=CC=2)C2C=CC=CC=2)C=CC=CC=1.N(C(OC(C)C)=O)=NC(OC(C)C)=O. Product: [Cl:1][C:2]1[CH:24]=[C:23]([N:25]2[CH2:26][CH2:27][CH2:28][CH2:29]2)[CH:22]=[CH:21][C:3]=1[C:4]([N:6]1[C:12]2[CH:13]=[CH:14][CH:15]=[CH:16][C:11]=2[CH2:10][N:9]([CH2:17][CH2:18][N:34]2[C:30](=[O:40])[C:31]3[C:32](=[CH:36][CH:37]=[CH:38][CH:39]=3)[C:33]2=[O:35])[C:8](=[O:20])[CH2:7]1)=[O:5]. The catalyst class is: 7. (8) Product: [F:1][C:2]1[CH:3]=[CH:4][C:5]([CH2:6][NH:7][CH2:8][CH3:9])=[CH:11][CH:12]=1. Reactant: [F:1][C:2]1[CH:12]=[CH:11][C:5]([CH2:6][NH:7][C:8](=O)[CH3:9])=[CH:4][CH:3]=1.B.Cl. The catalyst class is: 1. (9) Reactant: [OH-].[Li+].C([N:6]1[C:15]2[C:10](=[CH:11][CH:12]=[C:13]([NH:20][S:21]([C:24]3[CH:29]=[CH:28][C:27]([F:30])=[CH:26][C:25]=3/[CH:31]=[CH:32]\[CH2:33][N:34]([CH2:37][CH3:38])[CH2:35][CH3:36])(=[O:23])=[O:22])[C:14]=2[C:16]([O:18]C)=[O:17])[C@H:9]2[CH2:39][CH2:40][O:41][C@H:8]2[CH2:7]1)(=O)C. The catalyst class is: 38. Product: [CH2:37]([N:34]([CH2:35][CH3:36])[CH2:33]/[CH:32]=[CH:31]\[C:25]1[CH:26]=[C:27]([F:30])[CH:28]=[CH:29][C:24]=1[S:21]([NH:20][C:13]1[C:14]([C:16]([OH:18])=[O:17])=[C:15]2[C:10]([C@H:9]3[CH2:39][CH2:40][O:41][C@H:8]3[CH2:7][NH:6]2)=[CH:11][CH:12]=1)(=[O:23])=[O:22])[CH3:38].